From a dataset of TCR-epitope binding with 47,182 pairs between 192 epitopes and 23,139 TCRs. Binary Classification. Given a T-cell receptor sequence (or CDR3 region) and an epitope sequence, predict whether binding occurs between them. (1) The epitope is PROT_97E67BCC. The TCR CDR3 sequence is CASSEYATSNEQFF. Result: 1 (the TCR binds to the epitope). (2) The epitope is IPIQASLPF. The TCR CDR3 sequence is CASSLDRPPSSGYTF. Result: 1 (the TCR binds to the epitope). (3) The epitope is FLASKIGRLV. The TCR CDR3 sequence is CASTPTGGGYGYTF. Result: 1 (the TCR binds to the epitope). (4) The epitope is HLVDFQVTI. The TCR CDR3 sequence is CASRPPGTGQEQYF. Result: 0 (the TCR does not bind to the epitope).